Regression. Given a peptide amino acid sequence and an MHC pseudo amino acid sequence, predict their binding affinity value. This is MHC class II binding data. From a dataset of Peptide-MHC class II binding affinity with 134,281 pairs from IEDB. (1) The peptide sequence is LKLATGMRNVPEKQT. The MHC is DRB1_0901 with pseudo-sequence DRB1_0901. The binding affinity (normalized) is 0.403. (2) The peptide sequence is EGKIILVAVHVASGYIE. The MHC is HLA-DPA10201-DPB10101 with pseudo-sequence HLA-DPA10201-DPB10101. The binding affinity (normalized) is 0.197. (3) The peptide sequence is IEDINVGFKAAVAAA. The MHC is HLA-DQA10101-DQB10501 with pseudo-sequence HLA-DQA10101-DQB10501. The binding affinity (normalized) is 0.537. (4) The peptide sequence is IQYVNYWFAPGAGAA. The MHC is DRB3_0101 with pseudo-sequence DRB3_0101. The binding affinity (normalized) is 0.225. (5) The peptide sequence is VTPCAAEEQKLPINALSNSL. The MHC is DRB1_0301 with pseudo-sequence DRB1_0301. The binding affinity (normalized) is 0. (6) The peptide sequence is FGQNTASIAATEAQY. The MHC is HLA-DQA10501-DQB10301 with pseudo-sequence HLA-DQA10501-DQB10301. The binding affinity (normalized) is 0.536. (7) The peptide sequence is SCTMPPVSFHGSDGC. The MHC is HLA-DQA10201-DQB10402 with pseudo-sequence HLA-DQA10201-DQB10402. The binding affinity (normalized) is 0.369. (8) The peptide sequence is GEVLNALAYDVPIPG. The MHC is HLA-DPA10103-DPB10401 with pseudo-sequence HLA-DPA10103-DPB10401. The binding affinity (normalized) is 0.244. (9) The peptide sequence is MKTGRRGSANGKTLG. The MHC is DRB3_0202 with pseudo-sequence DRB3_0202. The binding affinity (normalized) is 0. (10) The peptide sequence is NHFFNHHKVMLLGHS. The MHC is HLA-DPA10201-DPB10101 with pseudo-sequence HLA-DPA10201-DPB10101. The binding affinity (normalized) is 0.463.